From a dataset of Full USPTO retrosynthesis dataset with 1.9M reactions from patents (1976-2016). Predict the reactants needed to synthesize the given product. (1) Given the product [Br:1][C:2]1[CH:10]=[CH:9][C:5]([C:6]([NH:23][CH2:24][Si:25]([CH3:28])([CH3:27])[CH3:26])=[O:7])=[CH:4][C:3]=1[CH3:11], predict the reactants needed to synthesize it. The reactants are: [Br:1][C:2]1[CH:10]=[CH:9][C:5]([C:6](O)=[O:7])=[CH:4][C:3]=1[CH3:11].CN(C)CCCN=C=NCC.[NH2:23][CH2:24][Si:25]([CH3:28])([CH3:27])[CH3:26].O. (2) Given the product [CH3:38][C:39]1[CH:40]=[CH:41][C:42]([NH:45][CH:46]2[CH2:51][CH2:50][N:49]([CH2:10][C:9]34[CH2:2][CH:3]5[CH2:12][CH:7]([CH2:6][C:5]([C:13]([O:15][CH3:16])=[O:14])([CH2:4]5)[CH2:11]3)[CH2:8]4)[CH2:48][CH2:47]2)=[N:43][CH:44]=1, predict the reactants needed to synthesize it. The reactants are: O[CH2:2][C:3]12[CH2:12][CH:7]3[CH2:8][CH:9]([CH2:11][C:5]([C:13]([O:15][CH3:16])=[O:14])([CH2:6]3)[CH2:4]1)[CH2:10]2.N1C=CC=CC=1.FC(F)(F)S(OS(C(F)(F)F)(=O)=O)(=O)=O.[CH3:38][C:39]1[CH:40]=[CH:41][C:42]([NH:45][CH:46]2[CH2:51][CH2:50][NH:49][CH2:48][CH2:47]2)=[N:43][CH:44]=1. (3) The reactants are: CC(C)(C)[C@H](NC(=O)[C@@H](NC)C)C(N1[C@H](C(=O)N[C@H]2C3C(=CC=CC=3)CCC2)CC2C(=CC(NC(=O)CCC(N[C@H]3C[C@@H](C(=O)N[C@H]4C5C(=CC=CC=5)CCC4)N(C(=O)[C@@H](NC(=O)[C@@H](NC)C)C(C)(C)C)C3)=O)=CC=2)C1)=O.C(O[C:83]([N:85](C)[C@@H:86]([CH3:127])[C:87]([NH:89][C@@H:90]([C:123]([CH3:126])([CH3:125])[CH3:124])[C:91]([N:93]1[C@H:97]([C:98](=[O:110])[NH:99][C@H:100]2[C:109]3[C:104](=[CH:105][CH:106]=[CH:107][CH:108]=3)[CH2:103][CH2:102][CH2:101]2)[CH2:96][C@H:95]([NH:111][C:112]([C:114]2[CH:122]=[CH:121][C:117]([C:118](O)=[O:119])=[CH:116][CH:115]=2)=[O:113])[CH2:94]1)=[O:92])=[O:88])=O)(C)(C)C.[NH2:129][C:130]1[CH:131]=[C:132]2[C:137](=[CH:138][CH:139]=1)[CH2:136][N:135]([C:140](=[O:160])[C@@H:141]([NH:146][C:147](=[O:159])[C@@H:148]([N:150]([CH3:158])C(=O)OC(C)(C)C)[CH3:149])[C:142]([CH3:145])([CH3:144])[CH3:143])[C@H:134]([C:161](=[O:173])[NH:162][C@H:163]1[C:172]3[C:167](=[CH:168][CH:169]=[CH:170][CH:171]=3)[CH2:166][CH2:165][CH2:164]1)[CH2:133]2. Given the product [CH3:145][C:142]([CH3:144])([CH3:143])[C@H:141]([NH:146][C:147](=[O:159])[C@@H:148]([NH:150][CH3:158])[CH3:149])[C:140]([N:135]1[C@H:134]([C:161](=[O:173])[NH:162][C@H:163]2[C:172]3[C:167](=[CH:168][CH:169]=[CH:170][CH:171]=3)[CH2:166][CH2:165][CH2:164]2)[CH2:133][C:132]2[C:137](=[CH:138][CH:139]=[C:130]([NH:129][C:118](=[O:119])[C:117]3[CH:121]=[CH:122][C:114]([C:112]([NH:111][C@H:95]4[CH2:96][C@@H:97]([C:98](=[O:110])[NH:99][C@H:100]5[C:109]6[C:104](=[CH:105][CH:106]=[CH:107][CH:108]=6)[CH2:103][CH2:102][CH2:101]5)[N:93]([C:91](=[O:92])[C@@H:90]([NH:89][C:87](=[O:88])[C@@H:86]([NH:85][CH3:83])[CH3:127])[C:123]([CH3:126])([CH3:124])[CH3:125])[CH2:94]4)=[O:113])=[CH:115][CH:116]=3)[CH:131]=2)[CH2:136]1)=[O:160], predict the reactants needed to synthesize it. (4) Given the product [CH2:16]([O:18][C:19](=[O:30])[C:20]1[CH:25]=[C:24]([CH2:26][N:1]2[CH2:6][CH2:5][CH:4]([C:7]3[C:15]4[C:10](=[CH:11][CH:12]=[CH:13][CH:14]=4)[NH:9][CH:8]=3)[CH2:3][CH2:2]2)[CH:23]=[CH:22][C:21]=1[O:28][CH3:29])[CH3:17], predict the reactants needed to synthesize it. The reactants are: [NH:1]1[CH2:6][CH2:5][CH:4]([C:7]2[C:15]3[C:10](=[CH:11][CH:12]=[CH:13][CH:14]=3)[NH:9][CH:8]=2)[CH2:3][CH2:2]1.[CH2:16]([O:18][C:19](=[O:30])[C:20]1[CH:25]=[C:24]([CH2:26]Br)[CH:23]=[CH:22][C:21]=1[O:28][CH3:29])[CH3:17]. (5) Given the product [C:1]([O:5][C:6]([N:8]1[CH2:13][CH2:12][N:11]([CH2:15][CH:17]2[CH2:19][CH2:18]2)[CH2:10][CH2:9]1)=[O:7])([CH3:4])([CH3:2])[CH3:3], predict the reactants needed to synthesize it. The reactants are: [C:1]([O:5][C:6]([N:8]1[CH2:13][CH2:12][NH:11][CH2:10][CH2:9]1)=[O:7])([CH3:4])([CH3:3])[CH3:2].O.[CH:15]([CH:17]1[CH2:19][CH2:18]1)=O.C([BH3-])#N.[Na+]. (6) Given the product [N+:1]([C:4]1[CH:5]=[CH:6][C:7]2[O:12][C@:11]([CH3:18])([CH:13]([O:16][CH3:17])[O:14][CH3:15])[C@H:10]([OH:19])[C@@H:9]([N:29]([C:23]3[CH:24]=[CH:25][C:26]([Cl:28])=[CH:27][C:22]=3[CH3:21])[CH2:30][C:31]3[N:32]=[N:33][N:34]([CH3:36])[N:35]=3)[C:8]=2[CH:20]=1)([O-:3])=[O:2], predict the reactants needed to synthesize it. The reactants are: [N+:1]([C:4]1[CH:5]=[CH:6][C:7]2[O:12][C@:11]([CH3:18])([CH:13]([O:16][CH3:17])[O:14][CH3:15])[C@@H:10]3[O:19][C@@H:9]3[C:8]=2[CH:20]=1)([O-:3])=[O:2].[CH3:21][C:22]1[CH:27]=[C:26]([Cl:28])[CH:25]=[CH:24][C:23]=1[NH:29][CH2:30][C:31]1[N:32]=[N:33][N:34]([CH3:36])[N:35]=1. (7) Given the product [Cl:1][C:2]1[CH:7]=[C:6]2[N:8]([C:46](=[O:49])[CH2:47][CH3:48])[C:9](=[O:45])[C:10]3([CH:15]([C:16]4[CH:21]=[C:20]([Cl:22])[CH:19]=[CH:18][C:17]=4[O:23][C:24]([CH2:34][CH3:35])([C:27]([NH:29][S:30]([CH3:33])(=[O:32])=[O:31])=[O:28])[CH2:25][CH3:26])[CH2:14][C:13](=[O:36])[NH:12][CH:11]3[C:37]3[CH:42]=[C:41]([F:43])[CH:40]=[CH:39][C:38]=3[CH3:44])[C:5]2=[CH:4][CH:3]=1, predict the reactants needed to synthesize it. The reactants are: [Cl:1][C:2]1[CH:7]=[C:6]2[NH:8][C:9](=[O:45])[C:10]3([CH:15]([C:16]4[CH:21]=[C:20]([Cl:22])[CH:19]=[CH:18][C:17]=4[O:23][C:24]([CH2:34][CH3:35])([C:27]([NH:29][S:30]([CH3:33])(=[O:32])=[O:31])=[O:28])[CH2:25][CH3:26])[CH2:14][C:13](=[O:36])[NH:12][CH:11]3[C:37]3[CH:42]=[C:41]([F:43])[CH:40]=[CH:39][C:38]=3[CH3:44])[C:5]2=[CH:4][CH:3]=1.[C:46](O[C:46](=[O:49])[CH2:47][CH3:48])(=[O:49])[CH2:47][CH3:48]. (8) Given the product [F:18][C:19]1[CH:24]=[C:23]([S:25][C:26]([F:29])([F:28])[F:27])[CH:22]=[CH:21][C:20]=1[N:30]([CH3:34])[C:31]([NH:10][CH2:9][CH2:8][O:1][C:2]1[CH:7]=[CH:6][CH:5]=[CH:4][CH:3]=1)=[O:32], predict the reactants needed to synthesize it. The reactants are: [O:1]([CH2:8][CH2:9][NH2:10])[C:2]1[CH:7]=[CH:6][CH:5]=[CH:4][CH:3]=1.C(N(CC)CC)C.[F:18][C:19]1[CH:24]=[C:23]([S:25][C:26]([F:29])([F:28])[F:27])[CH:22]=[CH:21][C:20]=1[N:30]([CH3:34])[C:31](Cl)=[O:32]. (9) Given the product [CH:1]([NH:21][C:16]1[C:17]([CH2:19][CH3:20])=[CH:18][C:13]([CH2:1][C:2]2[CH:7]=[C:6]([CH2:8][CH3:9])[C:5]([NH:10][CH:4]([CH2:5][CH3:6])[CH3:11])=[C:4]([CH2:11][CH3:12])[CH:3]=2)=[CH:14][C:15]=1[CH2:22][CH3:23])([CH2:2][CH3:3])[CH3:13], predict the reactants needed to synthesize it. The reactants are: [CH2:1]([C:13]1[CH:18]=[C:17]([CH2:19][CH3:20])[C:16]([NH2:21])=[C:15]([CH2:22][CH3:23])[CH:14]=1)[C:2]1[CH:7]=[C:6]([CH2:8][CH3:9])[C:5]([NH2:10])=[C:4]([CH2:11][CH3:12])[CH:3]=1.